The task is: Predict the reaction yield, written as a fraction of the theoretical maximum amount of product (1.0 means a 100% yield; for example, 0.34 means a 34% yield).. This data is from Reaction yield outcomes from USPTO patents with 853,638 reactions. (1) The reactants are [OH-:1].[Li+].OO.[O-]O.[Li+].C([C@@H]1COC(=O)N1[C:21](=[O:40])[C@@H:22]([C:29]1[CH:34]=[CH:33][C:32]([S:35]([CH3:38])(=[O:37])=[O:36])=[C:31]([Cl:39])[CH:30]=1)[CH2:23][CH:24]1[CH2:28][CH2:27][CH2:26][CH2:25]1)C1C=CC=CC=1. The catalyst is O.O1CCCC1. The product is [Cl:39][C:31]1[CH:30]=[C:29]([C@@H:22]([CH2:23][CH:24]2[CH2:25][CH2:26][CH2:27][CH2:28]2)[C:21]([OH:40])=[O:1])[CH:34]=[CH:33][C:32]=1[S:35]([CH3:38])(=[O:36])=[O:37]. The yield is 0.850. (2) The reactants are Br[C:2]1[CH:3]=[CH:4][C:5]2[C:9]([CH:10]=1)=[N:8][N:7]([CH3:11])[CH:6]=2.[C:12]1([C:18]([C:20]2[CH:25]=[CH:24][CH:23]=[CH:22][CH:21]=2)=[NH:19])[CH:17]=[CH:16][CH:15]=[CH:14][CH:13]=1.C(O[Na])(C)(C)C.C1C=CC(P(C2C(C3C(P(C4C=CC=CC=4)C4C=CC=CC=4)=CC=C4C=3C=CC=C4)=C3C(C=CC=C3)=CC=2)C2C=CC=CC=2)=CC=1. The catalyst is O1CCOCC1.C1C=CC(/C=C/C(/C=C/C2C=CC=CC=2)=O)=CC=1.C1C=CC(/C=C/C(/C=C/C2C=CC=CC=2)=O)=CC=1.C1C=CC(/C=C/C(/C=C/C2C=CC=CC=2)=O)=CC=1.[Pd].[Pd]. The product is [C:20]1([C:18]([C:12]2[CH:13]=[CH:14][CH:15]=[CH:16][CH:17]=2)=[N:19][C:2]2[CH:3]=[CH:4][C:5]3[C:9]([CH:10]=2)=[N:8][N:7]([CH3:11])[CH:6]=3)[CH:21]=[CH:22][CH:23]=[CH:24][CH:25]=1. The yield is 0.983. (3) The reactants are [NH2:1][C:2]1[CH:3]=[C:4]([N:8]=[C:9]2[N:13]([CH2:14][C:15]3[CH:20]=[CH:19][CH:18]=[CH:17][CH:16]=3)[C:12](=[O:21])[C:11](=[C:22]3[N:26]([CH3:27])[C:25]4[CH:28]=[CH:29][CH:30]=[CH:31][C:24]=4[S:23]3)[S:10]2)[CH:5]=[CH:6][CH:7]=1.[C:32]1([S:38](Cl)(=[O:40])=[O:39])[CH:37]=[CH:36][CH:35]=[CH:34][CH:33]=1. The catalyst is C(Cl)(Cl)Cl. The product is [CH2:14]([N:13]1[C:12](=[O:21])[C:11](=[C:22]2[N:26]([CH3:27])[C:25]3[CH:28]=[CH:29][CH:30]=[CH:31][C:24]=3[S:23]2)[S:10][C:9]1=[N:8][C:4]1[CH:3]=[C:2]([NH:1][S:38]([C:32]2[CH:37]=[CH:36][CH:35]=[CH:34][CH:33]=2)(=[O:40])=[O:39])[CH:7]=[CH:6][CH:5]=1)[C:15]1[CH:20]=[CH:19][CH:18]=[CH:17][CH:16]=1. The yield is 0.210. (4) The reactants are [N:1]1[C:10]2[CH2:9][CH2:8][CH2:7][CH2:6][C:5]=2[CH:4]=[C:3]([C:11]#[N:12])[CH:2]=1.B1([O-])O[O:14]1.O.O.O.O.[Na+]. The catalyst is C(O)(=O)C. The product is [C:11]([C:3]1[CH:2]=[N+:1]([O-:14])[C:10]2[CH2:9][CH2:8][CH2:7][CH2:6][C:5]=2[CH:4]=1)#[N:12]. The yield is 0.930. (5) The reactants are [BrH:1].C[O:3][C:4]1[CH:5]=[C:6]([C:12]2[CH:13]=[CH:14][C:15]3[C:19]([C:20]4[CH:21]=[N:22][CH:23]=[CH:24][CH:25]=4)=[CH:18][O:17][C:16]=3[CH:26]=2)[CH:7]=[CH:8][C:9]=1[O:10]C. No catalyst specified. The product is [BrH:1].[N:22]1[CH:23]=[CH:24][CH:25]=[C:20]([C:19]2[C:15]3[CH:14]=[CH:13][C:12]([C:6]4[CH:5]=[C:4]([OH:3])[C:9]([OH:10])=[CH:8][CH:7]=4)=[CH:26][C:16]=3[O:17][CH:18]=2)[CH:21]=1. The yield is 0.820. (6) The reactants are [CH2:1]([O:3][C:4](=[O:25])[CH2:5][C@@H:6]([NH:13][C:14]1[CH:19]=[C:18]([CH3:20])[N:17]=[C:16](Cl)[C:15]=1[N+:22]([O-])=O)[C:7]1[CH:12]=[CH:11][CH:10]=[CH:9][CH:8]=1)[CH3:2]. The catalyst is CO.[Pd]. The product is [CH2:1]([O:3][C:4](=[O:25])[CH2:5][C@@H:6]([NH:13][C:14]1[C:15]([NH2:22])=[CH:16][N:17]=[C:18]([CH3:20])[CH:19]=1)[C:7]1[CH:8]=[CH:9][CH:10]=[CH:11][CH:12]=1)[CH3:2]. The yield is 1.00. (7) The reactants are Cl[CH2:2][C:3]([NH:5][C:6]1[N:7]=[C:8]2[CH:13]=[CH:12][C:11]([O:14][C:15]3[CH:16]=[C:17]([NH:21][C:22](=[O:34])[C:23]4[CH:28]=[CH:27][CH:26]=[C:25]([C:29]5([C:32]#[N:33])[CH2:31][CH2:30]5)[CH:24]=4)[CH:18]=[CH:19][CH:20]=3)=[N:10][N:9]2[CH:35]=1)=[O:4].[NH:36]1[CH2:41][CH2:40][O:39][CH2:38][CH2:37]1. The catalyst is C(#N)C. The product is [C:32]([C:29]1([C:25]2[CH:24]=[C:23]([CH:28]=[CH:27][CH:26]=2)[C:22]([NH:21][C:17]2[CH:18]=[CH:19][CH:20]=[C:15]([O:14][C:11]3[CH:12]=[CH:13][C:8]4[N:9]([CH:35]=[C:6]([NH:5][C:3](=[O:4])[CH2:2][N:36]5[CH2:41][CH2:40][O:39][CH2:38][CH2:37]5)[N:7]=4)[N:10]=3)[CH:16]=2)=[O:34])[CH2:31][CH2:30]1)#[N:33]. The yield is 0.790. (8) The reactants are [CH3:1][O:2][C:3]([C:5]1[CH:14]=[CH:13][C:8]2[NH:9][C:10](=O)[NH:11][C:7]=2[CH:6]=1)=[O:4].P(Cl)(Cl)([Cl:17])=O. No catalyst specified. The product is [CH3:1][O:2][C:3]([C:5]1[CH:14]=[CH:13][C:8]2[NH:9][C:10]([Cl:17])=[N:11][C:7]=2[CH:6]=1)=[O:4]. The yield is 0.950.